This data is from Full USPTO retrosynthesis dataset with 1.9M reactions from patents (1976-2016). The task is: Predict the reactants needed to synthesize the given product. (1) Given the product [Br:22][C:23]1[CH:24]=[N:25][N:26]([C:2]2[N:7]=[C:6]([C:8]([F:11])([F:10])[F:9])[CH:5]=[C:4]([C:12]3[CH:17]=[CH:16][C:15]([C:18]([F:21])([F:20])[F:19])=[CH:14][CH:13]=3)[N:3]=2)[CH:27]=1, predict the reactants needed to synthesize it. The reactants are: Cl[C:2]1[N:7]=[C:6]([C:8]([F:11])([F:10])[F:9])[CH:5]=[C:4]([C:12]2[CH:17]=[CH:16][C:15]([C:18]([F:21])([F:20])[F:19])=[CH:14][CH:13]=2)[N:3]=1.[Br:22][C:23]1[CH:24]=[N:25][NH:26][CH:27]=1. (2) Given the product [Br:1][C:2]1[CH:7]=[C:6]([CH:8]=[CH:9][C:10]([N:15]([O:16][CH3:17])[CH3:14])=[O:12])[CH:5]=[CH:4][N:3]=1, predict the reactants needed to synthesize it. The reactants are: [Br:1][C:2]1[CH:7]=[C:6]([CH:8]=[CH:9][C:10]([OH:12])=O)[CH:5]=[CH:4][N:3]=1.Cl.[CH3:14][NH:15][O:16][CH3:17].C1C=CC2N(O)N=NC=2C=1.CCN=C=NCCCN(C)C.C(N(CC)CC)C.